Dataset: Reaction yield outcomes from USPTO patents with 853,638 reactions. Task: Predict the reaction yield, written as a fraction of the theoretical maximum amount of product (1.0 means a 100% yield; for example, 0.34 means a 34% yield). (1) The reactants are [Zn](C)[CH3:2].[CH2:4]([O:11][C:12]([N:14]1[CH2:19][CH2:18][CH2:17][CH:16]([CH:20]=[O:21])[CH2:15]1)=[O:13])[C:5]1[CH:10]=[CH:9][CH:8]=[CH:7][CH:6]=1. The catalyst is CCOCC.CC(C)[O-].CC(C)[O-].CC(C)[O-].CC(C)[O-].[Ti+4]. The product is [CH2:4]([O:11][C:12]([N:14]1[CH2:19][CH2:18][CH2:17][C@@H:16]([C@H:20]([OH:21])[CH3:2])[CH2:15]1)=[O:13])[C:5]1[CH:10]=[CH:9][CH:8]=[CH:7][CH:6]=1. The yield is 0.520. (2) The reactants are [N+:1]([C:4]1[C:9]([CH:10]=O)=[CH:8][C:7]([O:12][CH3:13])=[C:6]([O:14][CH3:15])[CH:5]=1)([O-:3])=[O:2].[C:16]([CH2:18][C:19]([O:21][CH3:22])=[O:20])#[N:17].N1CCCCC1. The catalyst is CO. The product is [C:16]([C:18](=[CH:10][C:9]1[CH:8]=[C:7]([O:12][CH3:13])[C:6]([O:14][CH3:15])=[CH:5][C:4]=1[N+:1]([O-:3])=[O:2])[C:19]([O:21][CH3:22])=[O:20])#[N:17]. The yield is 0.780. (3) The reactants are C(Cl)(=O)C(Cl)=O.[F:7][C:8]1[CH:13]=[CH:12][CH:11]=[CH:10][C:9]=1[C:14]1[C:19]([C:20](O)=[O:21])=[C:18]([CH3:23])[N:17]=[C:16]([N:24]2[CH2:29][CH2:28][O:27][CH2:26][CH2:25]2)[N:15]=1.[CH2:30]([NH:37][CH:38]([CH3:40])[CH3:39])[C:31]1[CH:36]=[CH:35][CH:34]=[CH:33][CH:32]=1.C(N(C(C)C)CC)(C)C. The catalyst is C(Cl)Cl.CN(C=O)C. The product is [CH2:30]([N:37]([CH:38]([CH3:40])[CH3:39])[C:20]([C:19]1[C:14]([C:9]2[CH:10]=[CH:11][CH:12]=[CH:13][C:8]=2[F:7])=[N:15][C:16]([N:24]2[CH2:25][CH2:26][O:27][CH2:28][CH2:29]2)=[N:17][C:18]=1[CH3:23])=[O:21])[C:31]1[CH:36]=[CH:35][CH:34]=[CH:33][CH:32]=1. The yield is 0.400.